Dataset: Forward reaction prediction with 1.9M reactions from USPTO patents (1976-2016). Task: Predict the product of the given reaction. (1) Given the reactants [CH3:1][O:2][CH:3]([C:6]1[CH:7]=[C:8]2[C:13](=[CH:14][C:15]=1[C:16]([F:19])([F:18])[F:17])[NH:12][C:11](=[O:20])[N:10]([NH:21][S:22]([CH3:25])(=[O:24])=[O:23])[C:9]2=[O:26])[CH2:4][CH3:5].[C:27](Cl)(=[O:29])[CH3:28], predict the reaction product. The product is: [C:27]([N:21]([N:10]1[C:9](=[O:26])[C:8]2[C:13](=[CH:14][C:15]([C:16]([F:18])([F:17])[F:19])=[C:6]([CH:3]([O:2][CH3:1])[CH2:4][CH3:5])[CH:7]=2)[NH:12][C:11]1=[O:20])[S:22]([CH3:25])(=[O:23])=[O:24])(=[O:29])[CH3:28]. (2) Given the reactants Cl.O1CCOCC1.C(OC([N:15]1[CH2:20][CH:19]=[C:18]([C:21]2[CH:22]=[C:23]([C:43]([F:46])([F:45])[F:44])[C:24]3[N:25]([C:27]([Cl:42])=[C:28]([C:30]([N:32]4[CH2:36][CH:35]=[C:34]([C:37]5[S:38][CH:39]=[CH:40][N:41]=5)[CH2:33]4)=[O:31])[N:29]=3)[CH:26]=2)[CH2:17][CH2:16]1)=O)(C)(C)C, predict the reaction product. The product is: [Cl:42][C:27]1[N:25]2[CH:26]=[C:21]([C:18]3[CH2:19][CH2:20][NH:15][CH2:16][CH:17]=3)[CH:22]=[C:23]([C:43]([F:45])([F:46])[F:44])[C:24]2=[N:29][C:28]=1[C:30]([N:32]1[CH2:36][CH:35]=[C:34]([C:37]2[S:38][CH:39]=[CH:40][N:41]=2)[CH2:33]1)=[O:31]. (3) Given the reactants Br[C:2]1[C:3]([Cl:20])=[C:4]([C:13]([S:16]([CH3:19])(=[O:18])=[O:17])=[CH:14][CH:15]=1)[O:5][CH2:6][CH2:7][CH:8]1[O:12][CH2:11][CH2:10][O:9]1.C1(P(C2C=CC=CC=2)C2C=CC=CC=2)C=CC=CC=1.C([O-])(=O)C.[Na+].[O:45]1[CH2:50]CC[O:47][CH2:46]1.[C]=O, predict the reaction product. The product is: [O:9]1[CH2:10][CH2:11][O:12][CH:8]1[CH2:7][CH2:6][O:5][C:4]1[C:3]([Cl:20])=[C:2]([CH:15]=[CH:14][C:13]=1[S:16]([CH3:19])(=[O:18])=[O:17])[C:46]([O:45][CH3:50])=[O:47]. (4) Given the reactants [CH3:1][O:2][C:3]1[CH:11]=[CH:10][CH:9]=[C:8]2[C:4]=1[CH2:5][O:6][C:7]2=[O:12].[Br:13]N1C(=O)CCC1=O.N(/C(C)(C)C#N)=N\C(C)(C)C#N, predict the reaction product. The product is: [Br:13][CH:5]1[C:4]2[C:8](=[CH:9][CH:10]=[CH:11][C:3]=2[O:2][CH3:1])[C:7](=[O:12])[O:6]1. (5) Given the reactants C1COP([N:8]([CH2:12][CH2:13]Cl)[CH2:9][CH2:10]Cl)(=O)NC1.C1COP(NCCCl)(=O)N(CCCl)C1.P([O-])([O-])([O-])=O.[Na+].[Na+].[Na+].C(N(CC(O)=O)CC(O)=O)CN(CC(O)=O)CC(O)=O.C1N=C(N)C2N=CN([C@@H:66]3[O:70][C@H:69]([CH2:71]OP(OP(O[CH2:71][C@H:69]4[O:70][C@@H:66](N5C=C(C(N)=O)CC=C5)[C@H:67](O)[C@@H:68]4O)(O)=O)(O)=O)[C@@H:68](O)[C@H:67]3OP(O)(O)=O)C=2N=1.ClC(Cl)(Cl)C(O)=O.NC1C=C(O)C=CC=1.Cl.NO, predict the reaction product. The product is: [OH:70][C:66]1[CH:10]=[C:9]2[C:69]([CH:71]=[CH:13][CH:12]=[N:8]2)=[CH:68][CH:67]=1. (6) The product is: [CH3:1][O:2][C:3]1[C:16]([O:17][CH3:18])=[CH:15][CH:14]=[C:13]([C:19]2[CH:20]=[C:21]3[C:25](=[CH:26][CH:27]=2)[C:24](=[O:28])[O:23][CH2:22]3)[C:4]=1[O:5][CH2:6][C:7]([CH3:11])([CH3:12])[C:8]([NH:31][CH2:32][CH2:33][CH3:34])=[O:10]. Given the reactants [CH3:1][O:2][C:3]1[C:16]([O:17][CH3:18])=[CH:15][CH:14]=[C:13]([C:19]2[CH:20]=[C:21]3[C:25](=[CH:26][CH:27]=2)[C:24](=[O:28])[O:23][CH2:22]3)[C:4]=1[O:5][CH2:6][C:7]([CH3:12])([CH3:11])[C:8]([OH:10])=O.Cl.C[N:31](C)[CH2:32][CH2:33][CH2:34]N=C=NCC.C(N(CC)CC)C.O.ON1C2C=CC=CC=2N=N1.C(N)CC, predict the reaction product. (7) Given the reactants [Cl:1][C:2]1[CH:3]=[C:4]([C:12]2[S:16][C:15]([N:17]3[C:33]([CH3:34])=[C:20]4[CH2:21][N:22]([CH:25]5[CH2:30][O:29]C(C)(C)[O:27][CH2:26]5)[CH2:23][CH2:24][C:19]4=[N:18]3)=[N:14][N:13]=2)[CH:5]=[CH:6][C:7]=1[O:8][CH:9]([CH3:11])[CH3:10].Cl, predict the reaction product. The product is: [ClH:1].[Cl:1][C:2]1[CH:3]=[C:4]([C:12]2[S:16][C:15]([N:17]3[C:33]([CH3:34])=[C:20]4[CH2:21][N:22]([CH:25]([CH2:30][OH:29])[CH2:26][OH:27])[CH2:23][CH2:24][C:19]4=[N:18]3)=[N:14][N:13]=2)[CH:5]=[CH:6][C:7]=1[O:8][CH:9]([CH3:10])[CH3:11]. (8) Given the reactants [Cl:1][C:2]1[CH:3]=[C:4]([NH:9][CH2:10][CH:11]([O:14][CH3:15])[O:12][CH3:13])[CH:5]=[N:6][C:7]=1[Cl:8].[CH2:16](Br)[CH:17]=[CH2:18].[OH-].[Na+].O, predict the reaction product. The product is: [CH2:18]([N:9]([C:4]1[CH:5]=[N:6][C:7]([Cl:8])=[C:2]([Cl:1])[CH:3]=1)[CH2:10][CH:11]([O:14][CH3:15])[O:12][CH3:13])[CH:17]=[CH2:16].